From a dataset of Full USPTO retrosynthesis dataset with 1.9M reactions from patents (1976-2016). Predict the reactants needed to synthesize the given product. (1) Given the product [F:31][C:32]1[CH:33]=[C:34]([N:45]2[CH2:46][CH2:47][O:48][CH2:49][CH2:50]2)[CH:35]=[CH:36][C:37]=1[CH2:38][N:39]1[CH2:40][CH2:41][N:42]([C:2]([O:22][CH:13]([C:18]([F:21])([F:20])[F:19])[C:14]([F:17])([F:16])[F:15])=[O:4])[CH2:43][CH2:44]1, predict the reactants needed to synthesize it. The reactants are: Cl[C:2](Cl)([O:4]C(=O)OC(Cl)(Cl)Cl)Cl.[CH:13]([OH:22])([C:18]([F:21])([F:20])[F:19])[C:14]([F:17])([F:16])[F:15].N1C(C)=CC=CC=1C.[F:31][C:32]1[CH:33]=[C:34]([N:45]2[CH2:50][CH2:49][O:48][CH2:47][CH2:46]2)[CH:35]=[CH:36][C:37]=1[CH2:38][N:39]1[CH2:44][CH2:43][NH:42][CH2:41][CH2:40]1.ClC([O-])=O.C(=O)(O)[O-].[Na+]. (2) Given the product [C:1]([N:4]1[C:13]2[C:8](=[CH:9][C:10]([C:14]3[CH:24]=[CH:23][C:17]([C:18]([O:20][CH2:21][CH3:22])=[O:19])=[CH:16][CH:15]=3)=[CH:11][CH:12]=2)[C@H:7]([NH2:25])[CH2:6][C@@H:5]1[CH3:32])(=[O:3])[CH3:2], predict the reactants needed to synthesize it. The reactants are: [C:1]([N:4]1[C:13]2[C:8](=[CH:9][C:10]([C:14]3[CH:24]=[CH:23][C:17]([C:18]([O:20][CH2:21][CH3:22])=[O:19])=[CH:16][CH:15]=3)=[CH:11][CH:12]=2)[C@H:7]([NH:25]C(OC(C)C)=O)[CH2:6][C@@H:5]1[CH3:32])(=[O:3])[CH3:2].[Cl-].[Al+3].[Cl-].[Cl-].C(N(CC)CC)C.C(Cl)Cl.